This data is from Catalyst prediction with 721,799 reactions and 888 catalyst types from USPTO. The task is: Predict which catalyst facilitates the given reaction. (1) Product: [C:24]([O:23][C:21](=[O:22])[NH:20][CH2:19][CH2:18][CH2:17][C@H:16]([NH:28][C:29]([O:31][C:32]([CH3:35])([CH3:34])[CH3:33])=[O:30])[CH2:15][NH:14][C:12](=[O:13])[CH2:11][NH2:10])([CH3:27])([CH3:26])[CH3:25]. Reactant: C(OC(=O)[NH:10][CH2:11][C:12]([NH:14][CH2:15][C@@H:16]([NH:28][C:29]([O:31][C:32]([CH3:35])([CH3:34])[CH3:33])=[O:30])[CH2:17][CH2:18][CH2:19][NH:20][C:21]([O:23][C:24]([CH3:27])([CH3:26])[CH3:25])=[O:22])=[O:13])C1C=CC=CC=1. The catalyst class is: 29. (2) The catalyst class is: 53. Reactant: [F:1][C:2]1[C:11]([B:12]2[O:16]C(C)(C)C(C)(C)[O:13]2)=[C:10]([CH3:21])[CH:9]=[CH:8][C:3]=1[C:4]([O:6]C)=[O:5].BrN1C(=O)CCC1=O.N(/C1(C#N)CCCCC1)=N\C1(C#N)CCCCC1. Product: [F:1][C:2]1[C:11]2[B:12]([OH:13])[O:16][CH2:21][C:10]=2[CH:9]=[CH:8][C:3]=1[C:4]([OH:6])=[O:5]. (3) Reactant: CON(C)[C:4]([C:6]1[S:10][C:9]([CH2:11][CH:12]([CH3:14])[CH3:13])=[N:8][CH:7]=1)=[O:5].C1(C)C=CC=CC=1.[H-].C([Al+]CC(C)C)C(C)C.Cl. Product: [CH2:11]([C:9]1[S:10][C:6]([CH:4]=[O:5])=[CH:7][N:8]=1)[CH:12]([CH3:14])[CH3:13]. The catalyst class is: 27. (4) Reactant: [CH2:1]([C:3]1[S:29][C:6]2[N:7]([CH2:13][C:14]3[CH:19]=[CH:18][C:17]([C:20]4[C:21]([C:26]#[N:27])=[CH:22][CH:23]=[CH:24][CH:25]=4)=[CH:16][C:15]=3[F:28])[C:8](=[O:12])[NH:9][C:10](=[O:11])[C:5]=2[CH:4]=1)[CH3:2].[CH3:30][C:31]1([CH3:43])[CH2:35][C:34]2[CH:36]=[C:37](B(O)O)[CH:38]=[CH:39][C:33]=2[O:32]1.C(N(CC)CC)C.N1C=CC=CC=1. Product: [CH3:30][C:31]1([CH3:43])[CH2:35][C:34]2[CH:36]=[C:37]([N:9]3[C:10](=[O:11])[C:5]4[CH:4]=[C:3]([CH2:1][CH3:2])[S:29][C:6]=4[N:7]([CH2:13][C:14]4[CH:19]=[CH:18][C:17]([C:20]5[C:21]([C:26]#[N:27])=[CH:22][CH:23]=[CH:24][CH:25]=5)=[CH:16][C:15]=4[F:28])[C:8]3=[O:12])[CH:38]=[CH:39][C:33]=2[O:32]1. The catalyst class is: 560. (5) Reactant: [C:1]1([S:7]([N:10]2[CH:14]=[CH:13][CH:12]=[CH:11]2)(=[O:9])=[O:8])[CH:6]=[CH:5][CH:4]=[CH:3][CH:2]=1.[C:15]1([CH3:24])[CH:20]=[CH:19][C:18]([C:21](Cl)=[O:22])=[CH:17][CH:16]=1. Product: [CH3:24][C:15]1[CH:20]=[CH:19][C:18]([C:21]([C:14]2[N:10]([S:7]([C:1]3[CH:2]=[CH:3][CH:4]=[CH:5][CH:6]=3)(=[O:9])=[O:8])[CH:11]=[CH:12][CH:13]=2)=[O:22])=[CH:17][CH:16]=1. The catalyst class is: 2. (6) Reactant: [NH2:1][OH:2].[Cl:3][C:4]1[CH:9]=[C:8]([F:10])[CH:7]=[CH:6][C:5]=1[C:11]1[CH:12]=[N:13][C:14]([N:17]2[CH2:22][CH2:21][N:20]([S:23]([CH:26]=[CH:27][CH2:28][CH2:29][CH2:30][C:31]3[N:36]=[CH:35][CH:34]=[CH:33][N:32]=3)(=[O:25])=[O:24])[CH2:19][CH2:18]2)=[N:15][CH:16]=1. Product: [Cl:3][C:4]1[CH:9]=[C:8]([F:10])[CH:7]=[CH:6][C:5]=1[C:11]1[CH:12]=[N:13][C:14]([N:17]2[CH2:18][CH2:19][N:20]([S:23]([CH2:26][CH:27]([NH:1][OH:2])[CH2:28][CH2:29][CH2:30][C:31]3[N:36]=[CH:35][CH:34]=[CH:33][N:32]=3)(=[O:25])=[O:24])[CH2:21][CH2:22]2)=[N:15][CH:16]=1. The catalyst class is: 7. (7) The catalyst class is: 2. Reactant: [NH2:1][C@H:2]([C:4]1[CH:13]=[CH:12][C:7]([C:8]([O:10][CH3:11])=[O:9])=[CH:6][CH:5]=1)[CH3:3].[C:14](O[C:14]([O:16][C:17]([CH3:20])([CH3:19])[CH3:18])=[O:15])([O:16][C:17]([CH3:20])([CH3:19])[CH3:18])=[O:15].C(N(CC)CC)C.CCOC(C)=O.CCCCCCC. Product: [C:17]([O:16][C:14]([NH:1][C@H:2]([C:4]1[CH:13]=[CH:12][C:7]([C:8]([O:10][CH3:11])=[O:9])=[CH:6][CH:5]=1)[CH3:3])=[O:15])([CH3:20])([CH3:19])[CH3:18]. (8) Reactant: [Cl:1][C:2]1[CH:3]=[C:4]([C:9]2([C:27]([F:30])([F:29])[F:28])[O:13][N:12]=[C:11]([C:14]3[CH:19]=[CH:18][C:17]([CH:20]([OH:25])[CH2:21][CH:22]([CH3:24])[CH3:23])=[C:16]([CH3:26])[CH:15]=3)[CH2:10]2)[CH:5]=[C:6]([Cl:8])[CH:7]=1.C([O-])(O)=O.[Na+].[O-]S(S([O-])=O)=O.[Na+].[Na+]. Product: [Cl:1][C:2]1[CH:3]=[C:4]([C:9]2([C:27]([F:29])([F:28])[F:30])[O:13][N:12]=[C:11]([C:14]3[CH:19]=[CH:18][C:17]([C:20](=[O:25])[CH2:21][CH:22]([CH3:24])[CH3:23])=[C:16]([CH3:26])[CH:15]=3)[CH2:10]2)[CH:5]=[C:6]([Cl:8])[CH:7]=1. The catalyst class is: 2.